This data is from Forward reaction prediction with 1.9M reactions from USPTO patents (1976-2016). The task is: Predict the product of the given reaction. (1) Given the reactants C([O:8][C:9]1[CH:18]=[C:17]2[C:12]([C:13]([O:19][C:20]3[CH:25]=[CH:24][C:23]([NH:26][C:27]([NH:29][CH2:30][CH2:31][CH3:32])=[O:28])=[C:22]([Cl:33])[CH:21]=3)=[N:14][CH:15]=[N:16]2)=[CH:11][C:10]=1[O:34][CH3:35])C1C=CC=CC=1.CS(O)(=O)=O, predict the reaction product. The product is: [Cl:33][C:22]1[CH:21]=[C:20]([O:19][C:13]2[C:12]3[C:17](=[CH:18][C:9]([OH:8])=[C:10]([O:34][CH3:35])[CH:11]=3)[N:16]=[CH:15][N:14]=2)[CH:25]=[CH:24][C:23]=1[NH:26][C:27]([NH:29][CH2:30][CH2:31][CH3:32])=[O:28]. (2) Given the reactants [Si]([O:18][CH:19]1[CH:25]=[C:24]([C:26]2[CH:27]=[CH:28][C:29]([O:33][CH3:34])=[C:30]([CH:32]=2)[NH2:31])[C:23]2[CH:35]=[C:36]([O:43][CH3:44])[C:37]([O:41][CH3:42])=[C:38]([O:39][CH3:40])[C:22]=2[CH2:21][CH2:20]1)(C(C)(C)C)(C1C=CC=CC=1)C1C=CC=CC=1.CCCC[N+](CCCC)(CCCC)CCCC.[F-], predict the reaction product. The product is: [NH2:31][C:30]1[CH:32]=[C:26]([C:24]2[C:23]3[CH:35]=[C:36]([O:43][CH3:44])[C:37]([O:41][CH3:42])=[C:38]([O:39][CH3:40])[C:22]=3[CH2:21][CH2:20][CH:19]([OH:18])[CH:25]=2)[CH:27]=[CH:28][C:29]=1[O:33][CH3:34]. (3) The product is: [CH3:8][N:9]([CH2:11][C:12]1[C:20]2[O:19][N:18]=[C:17]([CH2:21][CH2:22][CH:23]3[CH2:28][CH2:27][N:26]([CH2:6][C:2]4[O:1][CH:5]=[CH:4][CH:3]=4)[CH2:25][CH2:24]3)[C:16]=2[CH:15]=[CH:14][C:13]=1[O:29][CH2:30][CH:31]1[CH2:32][CH2:33]1)[CH3:10]. Given the reactants [O:1]1[CH:5]=[CH:4][CH:3]=[C:2]1[CH:6]=O.[CH3:8][N:9]([CH2:11][C:12]1[C:20]2[O:19][N:18]=[C:17]([CH2:21][CH2:22][CH:23]3[CH2:28][CH2:27][NH:26][CH2:25][CH2:24]3)[C:16]=2[CH:15]=[CH:14][C:13]=1[O:29][CH2:30][CH:31]1[CH2:33][CH2:32]1)[CH3:10], predict the reaction product. (4) Given the reactants [CH2:1]([N:3]([CH2:13][CH3:14])[C:4]1[C:9]([CH3:10])=[CH:8][C:7]([NH2:11])=[C:6]([CH3:12])[CH:5]=1)[CH3:2].[Cl:15][C:16]1[N:21]=[C:20](NC2C=CC(N(CC)CC)=CC=2C)[CH:19]=[CH:18][N:17]=1, predict the reaction product. The product is: [Cl:15][C:16]1[N:21]=[C:20]([NH:11][C:7]2[CH:8]=[C:9]([CH3:10])[C:4]([N:3]([CH2:1][CH3:2])[CH2:13][CH3:14])=[CH:5][C:6]=2[CH3:12])[CH:19]=[CH:18][N:17]=1. (5) The product is: [CH:39]1([NH:42][C:22]([C:20]2[O:19][N:18]=[C:17]([C:14]3[CH:13]=[CH:12][C:11]([O:10][C:9]4[CH:27]=[C:28]([C:30](=[O:38])[NH:31][C:32]5[CH:36]=[CH:35][N:34]([CH3:37])[N:33]=5)[CH:29]=[C:7]([O:6][C@@H:4]([CH3:5])[CH2:3][O:2][CH3:1])[CH:8]=4)=[CH:16][N:15]=3)[N:21]=2)=[O:24])[CH2:41][CH2:40]1. Given the reactants [CH3:1][O:2][CH2:3][C@@H:4]([O:6][C:7]1[CH:8]=[C:9]([CH:27]=[C:28]([C:30](=[O:38])[NH:31][C:32]2[CH:36]=[CH:35][N:34]([CH3:37])[N:33]=2)[CH:29]=1)[O:10][C:11]1[CH:12]=[CH:13][C:14]([C:17]2[N:21]=[C:20]([C:22]([O:24]CC)=O)[O:19][N:18]=2)=[N:15][CH:16]=1)[CH3:5].[CH:39]1([NH2:42])[CH2:41][CH2:40]1, predict the reaction product. (6) Given the reactants [H-].[Na+].[Cl:3][C:4]1[CH:5]=[C:6]2[C:10](=[CH:11][CH:12]=1)[NH:9][C:8](=[O:13])[C:7]2=[O:14].[CH3:15][O:16][C:17]1[CH:22]=[C:21]([O:23][CH3:24])[CH:20]=[CH:19][C:18]=1[S:25](Cl)(=[O:27])=[O:26], predict the reaction product. The product is: [Cl:3][C:4]1[CH:5]=[C:6]2[C:10](=[CH:11][CH:12]=1)[N:9]([S:25]([C:18]1[CH:19]=[CH:20][C:21]([O:23][CH3:24])=[CH:22][C:17]=1[O:16][CH3:15])(=[O:27])=[O:26])[C:8](=[O:13])[C:7]2=[O:14]. (7) Given the reactants Cl.Cl.[NH2:3][C:4]1[CH:5]=[CH:6][C:7]([N:11]2[CH2:16][CH2:15][CH2:14][C@@H:13]([C:17]([N:19]3[CH2:24][CH2:23][O:22][CH2:21][CH2:20]3)=[O:18])[CH2:12]2)=[N:8][C:9]=1[NH2:10].Cl.Cl.NC1C=CC(N2CCC[C@@H](C(N3CCCC3)=O)C2)=NC=1N.NC1N=C(N2CCC[C@@H](C(N3CCOCC3)=O)C2)C=CC=1[N+]([O-])=O.[CH:72]1([C:75]2[N:80]=[C:79]([C:81](=N)OCC)[CH:78]=[N:77][CH:76]=2)[CH2:74][CH2:73]1, predict the reaction product. The product is: [CH:72]1([C:75]2[N:80]=[C:79]([C:81]3[NH:10][C:9]4=[N:8][C:7]([N:11]5[CH2:16][CH2:15][CH2:14][C@@H:13]([C:17]([N:19]6[CH2:20][CH2:21][O:22][CH2:23][CH2:24]6)=[O:18])[CH2:12]5)=[CH:6][CH:5]=[C:4]4[N:3]=3)[CH:78]=[N:77][CH:76]=2)[CH2:74][CH2:73]1. (8) Given the reactants [O:1]=[C:2]1[N:6]2[CH:7]([CH2:12][CH:13]=[O:14])[CH2:8][CH2:9][CH2:10][CH2:11][C:5]2=[N:4][O:3]1.B.CO, predict the reaction product. The product is: [OH:14][CH2:13][CH2:12][CH:7]1[N:6]2[C:2](=[O:1])[O:3][N:4]=[C:5]2[CH2:11][CH2:10][CH2:9][CH2:8]1. (9) Given the reactants [F:1][C:2]1[CH:7]=[CH:6][C:5]([C:8]2[C:15]([C:16]3[CH:21]=[CH:20][CH:19]=[CH:18][CH:17]=3)=[C:14]3[N:10]([CH2:11][CH2:12][CH2:13]3)[CH:9]=2)=[CH:4][CH:3]=1.[Cl:22]N1C(=O)CCC1=O, predict the reaction product. The product is: [Cl:22][C:9]1[N:10]2[C:14](=[C:15]([C:16]3[CH:17]=[CH:18][CH:19]=[CH:20][CH:21]=3)[C:8]=1[C:5]1[CH:4]=[CH:3][C:2]([F:1])=[CH:7][CH:6]=1)[CH2:13][CH2:12][CH2:11]2. (10) Given the reactants [C:1]([N:4]([CH2:37][CH:38]1[CH2:40][CH2:39]1)[C:5]1[CH:36]=[CH:35][C:8]([O:9][C:10]2[CH:11]=[C:12]([CH:28]=[C:29]([O:31][CH:32]([CH3:34])[CH3:33])[CH:30]=2)[C:13]([NH:15][C:16]2[S:17][CH:18]=[C:19]([CH:21]3[CH2:25][O:24]C(C)(C)[O:22]3)[N:20]=2)=[O:14])=[CH:7][CH:6]=1)(=[O:3])[CH3:2].Cl, predict the reaction product. The product is: [C:1]([N:4]([CH2:37][CH:38]1[CH2:39][CH2:40]1)[C:5]1[CH:6]=[CH:7][C:8]([O:9][C:10]2[CH:11]=[C:12]([CH:28]=[C:29]([O:31][CH:32]([CH3:33])[CH3:34])[CH:30]=2)[C:13]([NH:15][C:16]2[S:17][CH:18]=[C:19]([CH:21]([OH:22])[CH2:25][OH:24])[N:20]=2)=[O:14])=[CH:35][CH:36]=1)(=[O:3])[CH3:2].